Dataset: Catalyst prediction with 721,799 reactions and 888 catalyst types from USPTO. Task: Predict which catalyst facilitates the given reaction. (1) Reactant: [Cl:1][C:2]1[CH:7]=[CH:6][CH:5]=[CH:4][C:3]=1[C:8]1[C:12]([C:13]#[C:14][C:15]2[CH:20]=[CH:19][CH:18]=[CH:17][CH:16]=2)=[C:11]([NH2:21])[N:10]([CH3:22])[N:9]=1.[N:23]([O-])=O.[Na+].[ClH:27]. Product: [Cl:27][C:13]1[C:14]([C:15]2[CH:16]=[CH:17][CH:18]=[CH:19][CH:20]=2)=[N:23][N:21]=[C:11]2[N:10]([CH3:22])[N:9]=[C:8]([C:3]3[CH:4]=[CH:5][CH:6]=[CH:7][C:2]=3[Cl:1])[C:12]=12. The catalyst class is: 6. (2) Reactant: Br[C:2]1[CH:3]=[C:4]([C@H:8]([NH:23][CH3:24])[CH2:9][N:10]2[CH2:14][CH2:13][C@H:12]([O:15][Si:16]([C:19]([CH3:22])([CH3:21])[CH3:20])([CH3:18])[CH3:17])[CH2:11]2)[CH:5]=[CH:6][CH:7]=1.[CH:25]1[CH:30]=[CH:29]C(P([C:25]2[CH:26]=CC=[CH:29][CH:30]=2)[C:25]2[CH:26]=CC=[CH:29][CH:30]=2)=C[CH:26]=1.C#CCC. Product: [C:26]([C:2]1[CH:3]=[C:4]([C@H:8]([NH:23][CH3:24])[CH2:9][N:10]2[CH2:14][CH2:13][C@H:12]([O:15][Si:16]([C:19]([CH3:20])([CH3:22])[CH3:21])([CH3:17])[CH3:18])[CH2:11]2)[CH:5]=[CH:6][CH:7]=1)#[C:25][CH2:30][CH3:29]. The catalyst class is: 205. (3) Reactant: [CH3:1][O:2][C:3]1[CH:8]=[CH:7][C:6]([S:9]([N:12]2[C:20]3[C:15](=[CH:16][C:17]([C:21]#[N:22])=[CH:18][CH:19]=3)[CH:14]=[CH:13]2)(=[O:11])=[O:10])=[CH:5][C:4]=1[N:23]1[CH2:28][CH2:27][N:26](C(=O)C(Cl)(Cl)Cl)[CH2:25][CH2:24]1.[OH-].[K+]. Product: [CH3:1][O:2][C:3]1[CH:8]=[CH:7][C:6]([S:9]([N:12]2[C:20]3[C:15](=[CH:16][C:17]([C:21]#[N:22])=[CH:18][CH:19]=3)[CH:14]=[CH:13]2)(=[O:10])=[O:11])=[CH:5][C:4]=1[N:23]1[CH2:28][CH2:27][NH:26][CH2:25][CH2:24]1. The catalyst class is: 1. (4) Reactant: FC(F)(F)S(O[C:7]1[CH:20]=[C:19]2[C:10]([O:11][C:12]3[C:13]([F:32])=[CH:14][C:15]([C:26]4[CH2:27][CH2:28][O:29][CH2:30][CH:31]=4)=[CH:16][C:17]=3[C:18]32[CH2:24][O:23][C:22]([NH2:25])=[N:21]3)=[CH:9][CH:8]=1)(=O)=O.[N:35]1[CH:40]=[C:39](B(O)O)[CH:38]=[N:37][CH:36]=1.C(=O)([O-])[O-].[K+].[K+]. Product: [O:29]1[CH2:30][CH:31]=[C:26]([C:15]2[CH:14]=[C:13]([F:32])[C:12]3[O:11][C:10]4[C:19](=[CH:20][C:7]([C:39]5[CH:40]=[N:35][CH:36]=[N:37][CH:38]=5)=[CH:8][CH:9]=4)[C@:18]4([CH2:24][O:23][C:22]([NH2:25])=[N:21]4)[C:17]=3[CH:16]=2)[CH2:27][CH2:28]1. The catalyst class is: 455. (5) Reactant: [CH3:1][C:2](C)=[O:3].[CH:5]1[CH:6]=[CH:7][C:8]2[N:19]([C:20]([NH2:22])=[O:21])[C:18]3[CH:17]=[CH:16][CH:15]=[CH:14][C:13]=3[C@@H:12]([OH:23])[CH2:11][C:9]=2[CH:10]=1.C(OC(=O)C)(=O)C. Product: [CH3:1][C:2]([O:23][C@@H:12]1[C:13]2[CH:14]=[CH:15][CH:16]=[CH:17][C:18]=2[N:19]([C:20]([NH2:22])=[O:21])[C:8]2[CH:7]=[CH:6][CH:5]=[CH:10][C:9]=2[CH2:11]1)=[O:3]. The catalyst class is: 777.